Dataset: Forward reaction prediction with 1.9M reactions from USPTO patents (1976-2016). Task: Predict the product of the given reaction. (1) Given the reactants [CH3:1][O:2][C:3]1[CH:4]=[C:5]([CH:8]=[C:9]([O:11][CH3:12])[CH:10]=1)[CH2:6][OH:7].[Cl:13][C:14]1[CH:19]=[N:18][CH:17]=[C:16](Cl)[N:15]=1, predict the reaction product. The product is: [Cl:13][C:14]1[CH:19]=[N:18][CH:17]=[C:16]([O:7][CH2:6][C:5]2[CH:8]=[C:9]([O:11][CH3:12])[CH:10]=[C:3]([O:2][CH3:1])[CH:4]=2)[N:15]=1. (2) Given the reactants C(Cl)Cl.[CH3:4][O:5][C:6]([C@@H:8]([N:16]1[CH2:24][C:20]2[CH:21]=[CH:22][S:23][C:19]=2[CH2:18][CH2:17]1)[C:9]1[CH:10]=[CH:11][CH:12]=[CH:13][C:14]=1[Cl:15])=[O:7].[S:25](=[O:29])(=[O:28])([OH:27])[OH:26], predict the reaction product. The product is: [CH3:4][O:5][C:6]([C@@H:8]([N:16]1[CH2:24][C:20]2[CH:21]=[CH:22][S:23][C:19]=2[CH2:18][CH2:17]1)[C:9]1[C:14]([Cl:15])=[CH:13][CH:12]=[CH:11][CH:10]=1)=[O:7].[OH:28][S:25]([OH:29])(=[O:27])=[O:26]. (3) Given the reactants [C:1]([O:5][C:6](=[O:18])[NH:7][CH2:8][C:9]1[S:10][CH:11]=[C:12]([Sn](C)(C)C)[N:13]=1)([CH3:4])([CH3:3])[CH3:2].[Cl:19][C:20]1[CH:25]=[CH:24][N:23]2[C:26](I)=[CH:27][N:28]=[C:22]2[CH:21]=1.[Li+].[Cl-], predict the reaction product. The product is: [C:1]([O:5][C:6](=[O:18])[NH:7][CH2:8][C:9]1[S:10][CH:11]=[C:12]([C:26]2[N:23]3[CH:24]=[CH:25][C:20]([Cl:19])=[CH:21][C:22]3=[N:28][CH:27]=2)[N:13]=1)([CH3:4])([CH3:3])[CH3:2].